Dataset: Forward reaction prediction with 1.9M reactions from USPTO patents (1976-2016). Task: Predict the product of the given reaction. Given the reactants [C:1]([CH2:4][N:5]1[C:9]2=[N:10][CH:11]=[CH:12][C:13]([Cl:14])=[C:8]2[C:7]([C:15]([OH:17])=O)=[CH:6]1)(=[O:3])[NH2:2].CCN(CC)CC.Cl.[NH2:26][CH2:27][C:28]1([OH:36])[CH2:33][CH2:32][CH2:31][C:30]([F:35])([F:34])[CH2:29]1.C(Cl)CCl.N1(O)C2C=CC=CC=2N=N1, predict the reaction product. The product is: [F:34][C:30]1([F:35])[CH2:31][CH2:32][CH2:33][C:28]([CH2:27][NH:26][C:15]([C:7]2[C:8]3[C:9](=[N:10][CH:11]=[CH:12][C:13]=3[Cl:14])[N:5]([CH2:4][C:1](=[O:3])[NH2:2])[CH:6]=2)=[O:17])([OH:36])[CH2:29]1.